From a dataset of Reaction yield outcomes from USPTO patents with 853,638 reactions. Predict the reaction yield, written as a fraction of the theoretical maximum amount of product (1.0 means a 100% yield; for example, 0.34 means a 34% yield). (1) The reactants are [C:1]([C:6]1[CH:7]=[C:8]2[C:16](=[CH:17][CH:18]=1)[NH:15][C:14]1[C:13]([O:19][C:20]([O:22][CH2:23][CH3:24])=[O:21])=[C:12]3[NH:25][C:26]4[CH:27]=[CH:28][C:29]([C:32]([O:34][CH2:35][CH3:36])=[O:33])=[CH:30][C:31]=4[C:11]3=[CH:10][C:9]2=1)([O:3][CH2:4][CH3:5])=[O:2].[Li][C:38]([CH3:41])([CH3:40])[CH3:39].CCCCC.BrC1C=C2C(=CC=1)N([C:61]([O:63][C:64]([CH3:67])([CH3:66])[CH3:65])=[O:62])C1C(OC(OCC)=O)=C3N(C(OC(C)(C)C)=O)C4C=CC(Br)=CC=4C3=CC2=1.Cl[C:90]([O:92]CC)=[O:91].[NH4+].[Cl-]. The catalyst is C1COCC1.CCOC(C)=O.CCCCCC. The product is [C:90]([C:30]1[C:29]([C:32]([O:34][CH2:35][CH3:36])=[O:33])=[CH:28][CH:27]=[C:26]2[C:31]=1[C:11]1[C:12](=[N:25]2)[C:13]([O:19][C:20]([O:22][CH2:23][CH3:24])=[O:21])=[C:14]2[N:15]=[C:16]3[C:8]([CH:7]=[C:6]([C:1]([O:3][CH:4]([C:61]([O:63][C:64]([CH3:67])([CH3:66])[CH3:65])=[O:62])[CH3:5])=[O:2])[CH:18]=[CH:17]3)=[C:9]2[CH:10]=1)([O:92][C:38]([CH3:41])([CH3:40])[CH3:39])=[O:91]. The yield is 0.890. (2) The reactants are [NH2:1][CH2:2][CH:3]1[CH2:7][CH2:6][N:5]([C:8]([O:10][C:11]([CH3:14])([CH3:13])[CH3:12])=[O:9])[CH2:4]1.CN(C)/[CH:17]=[C:18](/[C:24](=[O:33])[C:25]1[CH:30]=[C:29]([I:31])[CH:28]=[CH:27][C:26]=1F)\[C:19]([O:21][CH2:22][CH3:23])=[O:20].C(=O)([O-])[O-].[K+].[K+]. The product is [C:11]([O:10][C:8]([N:5]1[CH2:6][CH2:7][CH:3]([CH2:2][N:1]2[C:26]3[C:25](=[CH:30][C:29]([I:31])=[CH:28][CH:27]=3)[C:24](=[O:33])[C:18]([C:19]([O:21][CH2:22][CH3:23])=[O:20])=[CH:17]2)[CH2:4]1)=[O:9])([CH3:14])([CH3:13])[CH3:12]. The catalyst is O. The yield is 0.700. (3) The yield is 0.770. The catalyst is C1COCC1. The product is [OH:3][CH2:4][CH2:5][O:6][NH:7][C:8]([C:10]1[CH:15]=[CH:14][C:13](=[O:16])[N:12]([CH3:17])[C:11]=1[NH:18][C:19]1[CH:24]=[CH:23][C:22]([CH3:25])=[CH:21][C:20]=1[F:26])=[O:9]. The reactants are C([O:3][CH2:4][CH2:5][O:6][NH:7][C:8]([C:10]1[CH:15]=[CH:14][C:13](=[O:16])[N:12]([CH3:17])[C:11]=1[NH:18][C:19]1[CH:24]=[CH:23][C:22]([CH3:25])=[CH:21][C:20]=1[F:26])=[O:9])=C.COC(C1C=CC(=O)N(C)C=1NC1C=CC(C)=CC=1F)=O.C(OCCON)=C.C[Si]([N-][Si](C)(C)C)(C)C.[Li+]. (4) The reactants are [CH3:1][C:2]1[CH:10]=[CH:9][CH:8]=[C:7]([CH3:11])[C:3]=1[C:4]([OH:6])=O.C1C=CC2N(O)N=NC=2C=1.CN1CCOCC1.[O:29]1[C:33]2([CH2:38][CH2:37][NH:36][CH2:35][CH2:34]2)[O:32][CH2:31][CH2:30]1. The catalyst is C(Cl)Cl. The product is [CH3:11][C:7]1[CH:8]=[CH:9][CH:10]=[C:2]([CH3:1])[C:3]=1[C:4]([N:36]1[CH2:37][CH2:38][C:33]2([O:32][CH2:31][CH2:30][O:29]2)[CH2:34][CH2:35]1)=[O:6]. The yield is 0.790. (5) The reactants are [F:1][C:2]([F:16])([F:15])[C:3]([N:5]1[C:13]2[C:8](=[C:9]([Cl:14])[CH:10]=[CH:11][CH:12]=2)[CH2:7][CH2:6]1)=[O:4].[N+:17]([O-])([OH:19])=[O:18].C([O-])(O)=O.[Na+]. The catalyst is C(OC(=O)C)(=O)C.C(O)(=O)C. The product is [F:16][C:2]([F:1])([F:15])[C:3]([N:5]1[C:13]2[C:8](=[C:9]([Cl:14])[C:10]([N+:17]([O-:19])=[O:18])=[CH:11][CH:12]=2)[CH2:7][CH2:6]1)=[O:4]. The yield is 0.310. (6) The reactants are [CH3:1][C:2]1[N:3]=[C:4]([CH:7]([CH3:13])[C:8]([O:10][CH2:11][CH3:12])=[O:9])[S:5][CH:6]=1.Cl.[Br-:15].[K+].OO. The catalyst is C1(C)C=CC=CC=1. The product is [Br:15][C:7]([C:4]1[S:5][CH:6]=[C:2]([CH3:1])[N:3]=1)([CH3:13])[C:8]([O:10][CH2:11][CH3:12])=[O:9]. The yield is 0.970.